This data is from Reaction yield outcomes from USPTO patents with 853,638 reactions. The task is: Predict the reaction yield, written as a fraction of the theoretical maximum amount of product (1.0 means a 100% yield; for example, 0.34 means a 34% yield). The reactants are C([N:8]1[CH2:13][CH2:12][N:11]([C:14]2[O:15][C:16]3[C:21]([N:22]=2)=[CH:20][CH:19]=[CH:18][N:17]=3)[C@@H:10]([CH3:23])[CH2:9]1)C1C=CC=CC=1.Cl.C([O-])=O.[NH4+]. The catalyst is CO.[Pd]. The product is [CH3:23][C@H:10]1[CH2:9][NH:8][CH2:13][CH2:12][N:11]1[C:14]1[O:15][C:16]2[C:21]([N:22]=1)=[CH:20][CH:19]=[CH:18][N:17]=2. The yield is 0.760.